This data is from NCI-60 drug combinations with 297,098 pairs across 59 cell lines. The task is: Regression. Given two drug SMILES strings and cell line genomic features, predict the synergy score measuring deviation from expected non-interaction effect. (1) Drug 1: C1=C(C(=O)NC(=O)N1)N(CCCl)CCCl. Drug 2: COC1=NC(=NC2=C1N=CN2C3C(C(C(O3)CO)O)O)N. Cell line: HOP-62. Synergy scores: CSS=33.3, Synergy_ZIP=8.58, Synergy_Bliss=12.2, Synergy_Loewe=-13.5, Synergy_HSA=9.84. (2) Synergy scores: CSS=28.9, Synergy_ZIP=2.60, Synergy_Bliss=2.31, Synergy_Loewe=-15.7, Synergy_HSA=0.720. Drug 1: CCC(=C(C1=CC=CC=C1)C2=CC=C(C=C2)OCCN(C)C)C3=CC=CC=C3.C(C(=O)O)C(CC(=O)O)(C(=O)O)O. Cell line: HCT-15. Drug 2: COC1=C2C(=CC3=C1OC=C3)C=CC(=O)O2. (3) Drug 1: C1=CN(C=N1)CC(O)(P(=O)(O)O)P(=O)(O)O. Drug 2: CC1CCCC2(C(O2)CC(NC(=O)CC(C(C(=O)C(C1O)C)(C)C)O)C(=CC3=CSC(=N3)C)C)C. Cell line: RPMI-8226. Synergy scores: CSS=56.9, Synergy_ZIP=2.05, Synergy_Bliss=0.293, Synergy_Loewe=-25.6, Synergy_HSA=-1.37. (4) Drug 1: C1=CN(C=N1)CC(O)(P(=O)(O)O)P(=O)(O)O. Drug 2: COCCOC1=C(C=C2C(=C1)C(=NC=N2)NC3=CC=CC(=C3)C#C)OCCOC.Cl. Cell line: SN12C. Synergy scores: CSS=8.94, Synergy_ZIP=-3.57, Synergy_Bliss=-2.59, Synergy_Loewe=-0.603, Synergy_HSA=0.632.